Predict the reactants needed to synthesize the given product. From a dataset of Full USPTO retrosynthesis dataset with 1.9M reactions from patents (1976-2016). Given the product [C:42]1([C:35]2[O:36][C:37]([C:38]([F:41])([F:39])[F:40])=[C:33]([C:31]([NH:30][C:27]3[CH:28]=[CH:29][C:24]([CH:53]4[CH2:54][CH2:14][CH2:52][CH2:51][N:50]4[C:11]([CH:2]4[CH2:3][CH2:4][CH:5]([C:8]([OH:10])=[O:9])[CH2:6][CH2:7]4)=[O:13])=[CH:25][CH:26]=3)=[O:32])[N:34]=2)[CH:43]=[CH:44][CH:45]=[CH:46][CH:47]=1, predict the reactants needed to synthesize it. The reactants are: C[C:2]1([C:11]([OH:13])=O)[CH2:7][CH2:6][CH:5]([C:8]([OH:10])=[O:9])[CH2:4][CH2:3]1.[C:14](Cl)(Cl)=O.N1CCC([C:24]2[CH:29]=[CH:28][C:27]([NH:30][C:31]([C:33]3[N:34]=[C:35]([C:42]4[CH:47]=[CH:46][CH:45]=[CH:44][CH:43]=4)[O:36][C:37]=3[C:38]([F:41])([F:40])[F:39])=[O:32])=[CH:26][CH:25]=2)CC1.C([N:50]([CH2:53][CH3:54])[CH2:51][CH3:52])C.